From a dataset of Catalyst prediction with 721,799 reactions and 888 catalyst types from USPTO. Predict which catalyst facilitates the given reaction. (1) Reactant: Br[C:2]1[CH:7]=[C:6]([F:8])[CH:5]=[CH:4][C:3]=1[S:9]([NH:12][C:13]1[C:22]([C:23]([O:25][CH3:26])=[O:24])=[C:21]2[C:16]([C:17]3[CH:29]=[CH:28][O:27][C:18]=3[CH:19]=[N:20]2)=[CH:15][CH:14]=1)(=[O:11])=[O:10].[CH2:30]([N:32]([CH2:49][CH3:50])[CH2:33]/[CH:34]=[CH:35]\[Sn](CCCC)(CCCC)CCCC)[CH3:31]. Product: [CH2:30]([N:32]([CH2:49][CH3:50])[CH2:33]/[CH:34]=[CH:35]\[C:2]1[CH:7]=[C:6]([F:8])[CH:5]=[CH:4][C:3]=1[S:9]([NH:12][C:13]1[C:22]([C:23]([O:25][CH3:26])=[O:24])=[C:21]2[C:16]([C:17]3[CH:29]=[CH:28][O:27][C:18]=3[CH:19]=[N:20]2)=[CH:15][CH:14]=1)(=[O:11])=[O:10])[CH3:31]. The catalyst class is: 62. (2) Reactant: B.C1COCC1.[CH2:7]([O:14][C:15]1[CH:20]=[CH:19][C:18]([C:21](=[O:24])[CH2:22][Br:23])=[CH:17][C:16]=1[N+:25]([O-:27])=[O:26])[C:8]1[CH:13]=[CH:12][CH:11]=[CH:10][CH:9]=1.CO. Product: [CH2:7]([O:14][C:15]1[CH:20]=[CH:19][C:18]([C@@H:21]([OH:24])[CH2:22][Br:23])=[CH:17][C:16]=1[N+:25]([O-:27])=[O:26])[C:8]1[CH:9]=[CH:10][CH:11]=[CH:12][CH:13]=1. The catalyst class is: 247. (3) Reactant: [CH:1]([N:4]1[C:8]2[CH:9]=[CH:10][CH:11]=[CH:12][C:7]=2[N:6]([C:13]([NH:15][CH2:16][CH:17]2[CH2:22][CH2:21][N:20]([CH2:23][C:24]3([C:29]([O:31]C)=[O:30])[CH2:28][CH2:27][CH2:26][CH2:25]3)[CH2:19][CH2:18]2)=[O:14])[C:5]1=[O:33])([CH3:3])[CH3:2].Cl. Product: [CH:1]([N:4]1[C:8]2[CH:9]=[CH:10][CH:11]=[CH:12][C:7]=2[N:6]([C:13]([NH:15][CH2:16][CH:17]2[CH2:18][CH2:19][N:20]([CH2:23][C:24]3([C:29]([OH:31])=[O:30])[CH2:28][CH2:27][CH2:26][CH2:25]3)[CH2:21][CH2:22]2)=[O:14])[C:5]1=[O:33])([CH3:3])[CH3:2]. The catalyst class is: 15. (4) Reactant: C([O:8][C:9]1[CH:10]=[CH:11][C:12]([C@@H:20]([OH:47])[CH2:21][N:22](CC2C=CC=CC=2)[CH2:23][CH2:24][CH2:25][CH2:26][CH2:27][CH2:28][O:29][CH2:30][CH2:31][CH2:32][CH2:33][C:34]2[CH:39]=[CH:38][CH:37]=[CH:36][CH:35]=2)=[C:13]2[C:18]=1[NH:17][C:16](=[O:19])[CH:15]=[CH:14]2)C1C=CC=CC=1.C([OH:50])C. Product: [C:30]([OH:50])(=[O:29])[CH3:31].[OH:8][C:9]1[CH:10]=[CH:11][C:12]([C@@H:20]([OH:47])[CH2:21][NH:22][CH2:23][CH2:24][CH2:25][CH2:26][CH2:27][CH2:28][O:29][CH2:30][CH2:31][CH2:32][CH2:33][C:34]2[CH:35]=[CH:36][CH:37]=[CH:38][CH:39]=2)=[C:13]2[C:18]=1[NH:17][C:16](=[O:19])[CH:15]=[CH:14]2. The catalyst class is: 285. (5) Reactant: [CH3:1][C:2]1[CH:3]=[C:4]2[C:9](=[CH:10][C:11]=1[N+:12]([O-:14])=[O:13])[N:8]=[CH:7][CH:6]=[CH:5]2.C([O:19]C(N(C)C)N(C)C)(C)(C)C. Product: [N+:12]([C:11]1[CH:10]=[C:9]2[C:4]([CH:5]=[CH:6][CH:7]=[N:8]2)=[CH:3][C:2]=1[CH:1]=[O:19])([O-:14])=[O:13]. The catalyst class is: 3.